Task: Regression. Given a peptide amino acid sequence and an MHC pseudo amino acid sequence, predict their binding affinity value. This is MHC class I binding data.. Dataset: Peptide-MHC class I binding affinity with 185,985 pairs from IEDB/IMGT (1) The peptide sequence is EFKRRLKDL. The MHC is HLA-B35:01 with pseudo-sequence HLA-B35:01. The binding affinity (normalized) is 0.0847. (2) The peptide sequence is GANFPGLAK. The MHC is HLA-A03:01 with pseudo-sequence HLA-A03:01. The binding affinity (normalized) is 0.716. (3) The peptide sequence is HYNAFQWAI. The MHC is HLA-C07:02 with pseudo-sequence HLA-C07:02. The binding affinity (normalized) is 0.689. (4) The peptide sequence is NLQPPALSK. The MHC is HLA-A03:01 with pseudo-sequence HLA-A03:01. The binding affinity (normalized) is 0.440. (5) The peptide sequence is GEGPGINPI. The MHC is HLA-B14:02 with pseudo-sequence HLA-B14:02. The binding affinity (normalized) is 0.213.